Dataset: Reaction yield outcomes from USPTO patents with 853,638 reactions. Task: Predict the reaction yield, written as a fraction of the theoretical maximum amount of product (1.0 means a 100% yield; for example, 0.34 means a 34% yield). The reactants are [CH3:1][C:2]1[CH:7]=[C:6]([O:8][CH2:9][C:10]2[C:11]([C:16]3[CH:21]=[CH:20][CH:19]=[CH:18][CH:17]=3)=[N:12][O:13][C:14]=2[CH3:15])[N:5]=[N:4][C:3]=1[C:22]([OH:24])=O.[NH:25]1[CH2:30][CH2:29][S:28](=[O:32])(=[O:31])[CH2:27][CH2:26]1. No catalyst specified. The product is [O:31]=[S:28]1(=[O:32])[CH2:29][CH2:30][N:25]([C:22]([C:3]2[N:4]=[N:5][C:6]([O:8][CH2:9][C:10]3[C:11]([C:16]4[CH:21]=[CH:20][CH:19]=[CH:18][CH:17]=4)=[N:12][O:13][C:14]=3[CH3:15])=[CH:7][C:2]=2[CH3:1])=[O:24])[CH2:26][CH2:27]1. The yield is 0.720.